From a dataset of Reaction yield outcomes from USPTO patents with 853,638 reactions. Predict the reaction yield, written as a fraction of the theoretical maximum amount of product (1.0 means a 100% yield; for example, 0.34 means a 34% yield). (1) The reactants are [CH3:1][O:2][C:3]1[CH:8]=[CH:7][CH:6]=[C:5]([O:9][CH3:10])[C:4]=1[OH:11].C(=O)([O-])[O-].[K+].[K+].Br[CH2:19][CH:20]1[CH2:22][CH2:21]1. The catalyst is C(#N)C. The product is [CH:20]1([CH2:19][O:11][C:4]2[C:5]([O:9][CH3:10])=[CH:6][CH:7]=[CH:8][C:3]=2[O:2][CH3:1])[CH2:22][CH2:21]1. The yield is 0.740. (2) The product is [F:11][C:10]1[C:9]([N:12]2[C:16](=[O:17])[C:15]3=[CH:18][CH:19]=[CH:20][CH:21]=[C:14]3[C:13]2=[O:22])=[CH:8][CH:7]=[C:6]2[C:5]=1[CH:4]=[C:1]([CH3:2])[NH:23]2. The yield is 0.310. The catalyst is CC(C)=O.[Cl-].[Cl-].[Cl-].[Ti+3]. The reactants are [C:1]([CH2:4][C:5]1[C:10]([F:11])=[C:9]([N:12]2[C:16](=[O:17])[C:15]3=[CH:18][CH:19]=[CH:20][CH:21]=[C:14]3[C:13]2=[O:22])[CH:8]=[CH:7][C:6]=1[N+:23]([O-])=O)(=O)[CH3:2].C([O-])(=O)C.[NH4+]. (3) The reactants are [NH2:1][C:2]1[CH:3]=[CH:4][C:5]([Cl:10])=[C:6]([O:8][CH3:9])[CH:7]=1.[C:11](OCC)(=[O:16])[CH2:12][C:13]([CH3:15])=O. The catalyst is C1C=CC=CC=1.C1(C)C=CC(S(O)(=O)=O)=CC=1. The product is [Cl:10][C:5]1[CH:4]=[C:3]2[C:2](=[CH:7][C:6]=1[O:8][CH3:9])[NH:1][C:13]([CH3:15])=[CH:12][C:11]2=[O:16]. The yield is 0.450. (4) The reactants are C([O:3][P:4]([CH2:9][CH2:10][NH:11][C:12](=[O:39])[CH2:13][CH2:14][C:15]([CH3:38])=[CH:16][CH2:17][C:18]1[C:19]([O:31]CC[Si](C)(C)C)=[C:20]2[C:24](=[C:25]([CH3:29])[C:26]=1[O:27][CH3:28])[CH2:23][O:22][C:21]2=[O:30])(=[O:8])[O:5]CC)C.C[Si](Br)(C)C.N1C(C)=CC=CC=1C. The catalyst is C(#N)C. The product is [OH:31][C:19]1[C:18]([CH2:17][CH:16]=[C:15]([CH3:38])[CH2:14][CH2:13][C:12]([NH:11][CH2:10][CH2:9][P:4](=[O:3])([OH:8])[OH:5])=[O:39])=[C:26]([O:27][CH3:28])[C:25]([CH3:29])=[C:24]2[C:20]=1[C:21](=[O:30])[O:22][CH2:23]2. The yield is 0.290. (5) The reactants are [NH2:1][C:2]1[C:7]([NH2:8])=[C:6]([NH:9][C@@H:10]2[C@@H:15]3[CH2:16][C@@H:12]([CH:13]=[CH:14]3)[C@@H:11]2[C:17]([NH2:19])=[O:18])[C:5]([Cl:20])=[CH:4][N:3]=1.[N:21]([C:24]1[CH:36]=[CH:35][C:27]([CH2:28][N:29]2[CH2:34][CH2:33][O:32][CH2:31][CH2:30]2)=[CH:26][C:25]=1[O:37][CH3:38])=[C:22]=S. No catalyst specified. The product is [Cl:20][C:5]1[C:6]([NH:9][C@@H:10]2[C@@H:15]3[CH2:16][C@@H:12]([CH:13]=[CH:14]3)[C@@H:11]2[C:17]([NH2:19])=[O:18])=[C:7]2[N:8]=[C:22]([NH:21][C:24]3[CH:36]=[CH:35][C:27]([CH2:28][N:29]4[CH2:34][CH2:33][O:32][CH2:31][CH2:30]4)=[CH:26][C:25]=3[O:37][CH3:38])[NH:1][C:2]2=[N:3][CH:4]=1. The yield is 0.110.